Predict the product of the given reaction. From a dataset of Forward reaction prediction with 1.9M reactions from USPTO patents (1976-2016). The product is: [C:1]([N:4]1[C:12]2[C:7](=[CH:8][C:9]([C:13](=[O:15])[CH3:14])=[CH:10][CH:11]=2)[C:6](=[C:17]([OH:23])[CH2:18][CH2:19][CH2:20][CH2:21][CH3:22])[C:5]1=[O:16])(=[O:3])[CH3:2]. Given the reactants [C:1]([N:4]1[C:12]2[C:7](=[CH:8][C:9]([C:13](=[O:15])[CH3:14])=[CH:10][CH:11]=2)[CH2:6][C:5]1=[O:16])(=[O:3])[CH3:2].[C:17](O)(=[O:23])[CH2:18][CH2:19][CH2:20][CH2:21][CH3:22], predict the reaction product.